This data is from Reaction yield outcomes from USPTO patents with 853,638 reactions. The task is: Predict the reaction yield, written as a fraction of the theoretical maximum amount of product (1.0 means a 100% yield; for example, 0.34 means a 34% yield). (1) The reactants are [C:1]([C:3]1[C:4]([NH2:10])=[N:5][C:6]([NH2:9])=[CH:7][CH:8]=1)#[CH:2].[Br:11][C:12]1[CH:17]=[CH:16][C:15]([CH2:18][C:19](Cl)=[N:20][OH:21])=[CH:14][CH:13]=1.C(N(CC)CC)C. The catalyst is O1CCCC1. The product is [Br:11][C:12]1[CH:13]=[CH:14][C:15]([CH2:18][C:19]2[CH:2]=[C:1]([C:3]3[C:4]([NH2:10])=[N:5][C:6]([NH2:9])=[CH:7][CH:8]=3)[O:21][N:20]=2)=[CH:16][CH:17]=1. The yield is 0.660. (2) The reactants are [Br:1][CH:2]1[CH2:23][CH2:22][C:5]2=[CH:6][C:7]3[C:8]4[CH:17]=[CH:16][C:15]([CH:18]([OH:21])[CH2:19][Br:20])=[CH:14][C:9]=4[CH2:10][O:11][C:12]=3[CH:13]=[C:4]2[C:3]1=[O:24].C(=O)(O)[O-].[Na+].[Br-].[Na+].O. The catalyst is C(Cl)Cl.CC1(C)N([O])C(C)(C)CCC1.C(O)(C)C. The product is [Br:1][CH:2]1[CH2:23][CH2:22][C:5]2=[CH:6][C:7]3[C:8]4[CH:17]=[CH:16][C:15]([C:18](=[O:21])[CH2:19][Br:20])=[CH:14][C:9]=4[CH2:10][O:11][C:12]=3[CH:13]=[C:4]2[C:3]1=[O:24]. The yield is 0.760. (3) The reactants are [Br:1][C:2]1[CH:3]=[C:4]([C:8]2([C:16]3[CH:21]=[CH:20][CH:19]=[C:18]([OH:22])[CH:17]=3)[NH:12][C:11](=[S:13])[N:10]([CH3:14])[C:9]2=[O:15])[CH:5]=[CH:6][CH:7]=1.[CH2:23]([S:25](Cl)(=[O:27])=[O:26])[CH3:24]. No catalyst specified. The product is [CH2:23]([S:25]([O:22][C:18]1[CH:19]=[CH:20][CH:21]=[C:16]([C:8]2([C:4]3[CH:5]=[CH:6][CH:7]=[C:2]([Br:1])[CH:3]=3)[C:9](=[O:15])[N:10]([CH3:14])[C:11](=[S:13])[NH:12]2)[CH:17]=1)(=[O:27])=[O:26])[CH3:24]. The yield is 0.880. (4) The reactants are [Cl:1][C:2]1[CH:7]=[CH:6][C:5]([C:8]2[CH:13]=[CH:12][NH:11][C:10](=[O:14])[CH:9]=2)=[CH:4][CH:3]=1.Br[C:16]1[CH:24]=[C:23]2[C:19]([C:20]3[CH2:29][CH2:28][N:27]([C:30]([O:32][C:33]([CH3:36])([CH3:35])[CH3:34])=[O:31])[CH2:26][C:21]=3[N:22]2[CH3:25])=[CH:18][CH:17]=1. No catalyst specified. The product is [Cl:1][C:2]1[CH:3]=[CH:4][C:5]([C:8]2[CH:13]=[CH:12][N:11]([C:16]3[CH:24]=[C:23]4[C:19]([C:20]5[CH2:29][CH2:28][N:27]([C:30]([O:32][C:33]([CH3:36])([CH3:35])[CH3:34])=[O:31])[CH2:26][C:21]=5[N:22]4[CH3:25])=[CH:18][CH:17]=3)[C:10](=[O:14])[CH:9]=2)=[CH:6][CH:7]=1. The yield is 0.540. (5) The reactants are [NH2:1][C:2]1[N:6]([CH3:7])[N:5]=[C:4]([CH:8]2[CH2:12][CH2:11][N:10]([C:13]([O:15][CH2:16][C:17]3[CH:22]=[CH:21][CH:20]=[CH:19][CH:18]=3)=[O:14])[CH2:9]2)[CH:3]=1.[C:23]1(=O)[CH2:28][CH2:27][CH2:26][CH2:25][CH2:24]1. The catalyst is C(O)(=O)C. The product is [NH2:1][C:2]1[N:6]([CH3:7])[N:5]=[C:4]([CH:8]2[CH2:12][CH2:11][N:10]([C:13]([O:15][CH2:16][C:17]3[CH:18]=[CH:19][CH:20]=[CH:21][CH:22]=3)=[O:14])[CH2:9]2)[C:3]=1[C:23]1[CH2:28][CH2:27][CH2:26][CH2:25][CH:24]=1. The yield is 0.530. (6) The catalyst is C1COCC1. The yield is 0.940. The reactants are [CH3:1][C:2]1[O:3][C:4]([CH3:11])=[CH:5][C:6]=1[C:7](OC)=[O:8].[H-].[Al+3].[Li+].[H-].[H-].[H-]. The product is [CH3:1][C:2]1[O:3][C:4]([CH3:11])=[CH:5][C:6]=1[CH2:7][OH:8].